Dataset: Full USPTO retrosynthesis dataset with 1.9M reactions from patents (1976-2016). Task: Predict the reactants needed to synthesize the given product. (1) The reactants are: [Cl:1][C:2]1[C:3](F)=[C:4]([C@@H:8]2[C@:12]([C:15]3[CH:20]=[CH:19][C:18]([Cl:21])=[CH:17][C:16]=3F)([C:13]#[N:14])[C@H:11]([CH2:23][C:24]([CH3:27])([CH3:26])[CH3:25])[NH:10][C@H:9]2[C:28]([NH:30][C:31]2[CH:39]=CC(C(O)=O)=CC=2OC(F)(F)F)=[O:29])[CH:5]=[CH:6][CH:7]=1.C(N=[C:49]=[O:50])C. Given the product [Cl:1][C:2]1[CH:3]=[C:4]([CH:8]2[CH:9]3[N:10]([C:49](=[O:50])[N:30]([CH2:31][CH3:39])[C:28]3=[O:29])[CH:11]([CH2:23][C:24]([CH3:27])([CH3:26])[CH3:25])[C:12]2([C:15]2[CH:20]=[CH:19][C:18]([Cl:21])=[CH:17][CH:16]=2)[C:13]#[N:14])[CH:5]=[CH:6][CH:7]=1, predict the reactants needed to synthesize it. (2) Given the product [Cl:3][CH2:6][C:7]1[S:15][C:14]2[C:9](=[N:10][CH:11]=[CH:12][C:13]=2[C:16]2[CH:17]=[C:18]([CH:24]=[CH:25][CH:26]=2)[C:19]([O:21][CH2:22][CH3:23])=[O:20])[CH:8]=1, predict the reactants needed to synthesize it. The reactants are: S(Cl)([Cl:3])=O.O[CH2:6][C:7]1[S:15][C:14]2[C:9](=[N:10][CH:11]=[CH:12][C:13]=2[C:16]2[CH:17]=[C:18]([CH:24]=[CH:25][CH:26]=2)[C:19]([O:21][CH2:22][CH3:23])=[O:20])[CH:8]=1. (3) Given the product [Br:1][C:2]1[CH:10]=[C:9]2[NH:8][C:7](=[O:11])[C:6]3([CH2:28][CH2:27][N:23]([CH3:22])[CH2:24][CH2:25]3)[C:5]2=[CH:4][CH:3]=1, predict the reactants needed to synthesize it. The reactants are: [Br:1][C:2]1[CH:10]=[C:9]2[C:5]([CH2:6][C:7](=[O:11])[NH:8]2)=[CH:4][CH:3]=1.C[Si]([N-][Si](C)(C)C)(C)C.[Na+].[CH3:22][N:23]([CH2:27][CH2:28]Cl)[CH2:24][CH2:25]Cl.Cl.